This data is from Full USPTO retrosynthesis dataset with 1.9M reactions from patents (1976-2016). The task is: Predict the reactants needed to synthesize the given product. (1) Given the product [CH3:1][O:2][C:3]1[CH:4]=[C:5]([CH:8]=[CH:9][C:10]=1[O:11][CH3:12])[CH2:6][NH:18][CH2:17][C:16]([O:15][CH2:13][CH3:14])=[O:19], predict the reactants needed to synthesize it. The reactants are: [CH3:1][O:2][C:3]1[CH:4]=[C:5]([CH:8]=[CH:9][C:10]=1[O:11][CH3:12])[CH:6]=O.[CH2:13]([O:15][C:16](=[O:19])[CH2:17][NH2:18])[CH3:14].[BH4-].[Na+].CCO. (2) The reactants are: C(OC([CH:6]1[CH2:11][CH2:10][N:9]([CH2:12][C:13]2[CH:18]=[CH:17][C:16]([C@@H:19]3[O:28][C:23]4=[N:24][CH:25]=[CH:26][CH:27]=[C:22]4[O:21][CH2:20]3)=[CH:15][CH:14]=2)[CH2:8][CH2:7]1)=O)C.C[O:30][C:31](=[O:39])[CH2:32]C1CCNCC1.O1C2C(=NC=CC=2)O[C@@H](C2C=CC(CN3CCC(C(O)=O)CC3)=CC=2)C1. Given the product [O:21]1[C:22]2[C:23](=[N:24][CH:25]=[CH:26][CH:27]=2)[O:28][C@@H:19]([C:16]2[CH:17]=[CH:18][C:13]([CH2:12][N:9]3[CH2:8][CH2:7][CH:6]([CH2:32][C:31]([OH:39])=[O:30])[CH2:11][CH2:10]3)=[CH:14][CH:15]=2)[CH2:20]1, predict the reactants needed to synthesize it.